From a dataset of NCI-60 drug combinations with 297,098 pairs across 59 cell lines. Regression. Given two drug SMILES strings and cell line genomic features, predict the synergy score measuring deviation from expected non-interaction effect. (1) Drug 1: C1=C(C(=O)NC(=O)N1)N(CCCl)CCCl. Drug 2: CCC(=C(C1=CC=CC=C1)C2=CC=C(C=C2)OCCN(C)C)C3=CC=CC=C3.C(C(=O)O)C(CC(=O)O)(C(=O)O)O. Cell line: MALME-3M. Synergy scores: CSS=17.4, Synergy_ZIP=1.26, Synergy_Bliss=4.37, Synergy_Loewe=0.230, Synergy_HSA=2.96. (2) Drug 1: C1=NC2=C(N=C(N=C2N1C3C(C(C(O3)CO)O)F)Cl)N. Drug 2: CC1CCCC2(C(O2)CC(NC(=O)CC(C(C(=O)C(C1O)C)(C)C)O)C(=CC3=CSC(=N3)C)C)C. Cell line: SF-268. Synergy scores: CSS=34.9, Synergy_ZIP=-1.83, Synergy_Bliss=-1.68, Synergy_Loewe=-2.97, Synergy_HSA=-0.605.